From a dataset of Catalyst prediction with 721,799 reactions and 888 catalyst types from USPTO. Predict which catalyst facilitates the given reaction. (1) Reactant: C(N(CC)CC)C.N1C2C(=NC=CC=2)N(O)N=1.C(Cl)CCl.Cl.[NH2:23][C@H:24]1[CH2:28][CH2:27][CH2:26][C@H:25]1[OH:29].[N:30]1[N:31]([C:35]2[CH:43]=[CH:42][CH:41]=[CH:40][C:36]=2[C:37](O)=[O:38])[N:32]=[CH:33][CH:34]=1. Product: [OH:29][C@H:25]1[CH2:26][CH2:27][CH2:28][C@@H:24]1[NH:23][C:37](=[O:38])[C:36]1[CH:40]=[CH:41][CH:42]=[CH:43][C:35]=1[N:31]1[N:32]=[CH:33][CH:34]=[N:30]1. The catalyst class is: 2. (2) Reactant: [OH:1][C:2]1[CH:9]=[CH:8][C:5]([CH:6]=[O:7])=[CH:4][C:3]=1[N+:10]([O-:12])=[O:11].Br[CH2:14][C:15]([O:17][CH2:18][CH3:19])=[O:16].C(=O)([O-])[O-].[K+].[K+]. Product: [CH2:18]([O:17][C:15](=[O:16])[CH2:14][O:1][C:2]1[CH:9]=[CH:8][C:5]([CH:6]=[O:7])=[CH:4][C:3]=1[N+:10]([O-:12])=[O:11])[CH3:19]. The catalyst class is: 9.